This data is from Catalyst prediction with 721,799 reactions and 888 catalyst types from USPTO. The task is: Predict which catalyst facilitates the given reaction. (1) Reactant: [F:1][C:2]1[CH:7]=[CH:6][C:5]([C:8]2[CH:12]=[C:11]([N:13]3[CH2:18][CH2:17][NH:16][CH2:15][CH2:14]3)[N:10]([CH3:19])[N:9]=2)=[CH:4][CH:3]=1.[CH3:20][C:21]([O:24][C:25](O[C:25]([O:24][C:21]([CH3:23])([CH3:22])[CH3:20])=[O:26])=[O:26])([CH3:23])[CH3:22]. Product: [F:1][C:2]1[CH:7]=[CH:6][C:5]([C:8]2[CH:12]=[C:11]([N:13]3[CH2:14][CH2:15][N:16]([C:25]([O:24][C:21]([CH3:23])([CH3:22])[CH3:20])=[O:26])[CH2:17][CH2:18]3)[N:10]([CH3:19])[N:9]=2)=[CH:4][CH:3]=1. The catalyst class is: 79. (2) Reactant: [CH:1]1([O:7][CH:8]([C:12]2[CH:17]=[CH:16][C:15]([Cl:18])=[C:14]([Cl:19])[CH:13]=2)[C:9](O)=[O:10])[CH2:6][CH2:5][CH2:4][CH2:3][CH2:2]1.C(Cl)(=O)C(Cl)=O.C[Si](C)(C)[NH:28][Si](C)(C)C. Product: [CH:1]1([O:7][CH:8]([C:12]2[CH:17]=[CH:16][C:15]([Cl:18])=[C:14]([Cl:19])[CH:13]=2)[C:9]([NH2:28])=[O:10])[CH2:6][CH2:5][CH2:4][CH2:3][CH2:2]1. The catalyst class is: 120. (3) Reactant: [C:1]([O:5][C:6](=[O:18])[NH:7][CH2:8][CH:9]([C:11]1[CH:16]=[CH:15][CH:14]=[C:13]([Cl:17])[CH:12]=1)O)([CH3:4])([CH3:3])[CH3:2].[C:19]1(=[O:29])[NH:23][C:22](=[O:24])[C:21]2=[CH:25][CH:26]=[CH:27][CH:28]=[C:20]12.C1C=CC(P(C2C=CC=CC=2)C2C=CC=CC=2)=CC=1.CCOC(/N=N/C(OCC)=O)=O. Product: [C:1]([O:5][C:6](=[O:18])[NH:7][CH2:8][CH:9]([C:11]1[CH:16]=[CH:15][CH:14]=[C:13]([Cl:17])[CH:12]=1)[N:23]1[C:19](=[O:29])[C:20]2[C:21](=[CH:25][CH:26]=[CH:27][CH:28]=2)[C:22]1=[O:24])([CH3:4])([CH3:3])[CH3:2]. The catalyst class is: 1. (4) Reactant: C([O:3][C:4]([C:6]1[C:7]([C:15]2[CH:20]=[CH:19][CH:18]=[C:17]([Cl:21])[CH:16]=2)=[N:8][C:9]([S:13][CH3:14])=[N:10][C:11]=1[CH3:12])=[O:5])C.O.[OH-].[Li+]. Product: [Cl:21][C:17]1[CH:16]=[C:15]([C:7]2[C:6]([C:4]([OH:5])=[O:3])=[C:11]([CH3:12])[N:10]=[C:9]([S:13][CH3:14])[N:8]=2)[CH:20]=[CH:19][CH:18]=1. The catalyst class is: 299. (5) Reactant: [Br:1][C:2]1[N:6]2[N:7]=[C:8](Cl)[CH:9]=[CH:10][C:5]2=[N:4][CH:3]=1.[F:12][C:13]1[CH:20]=[CH:19][C:18]([F:21])=[CH:17][C:14]=1[CH2:15][NH2:16].[F-].[K+]. Product: [Br:1][C:2]1[N:6]2[N:7]=[C:8]([NH:16][CH2:15][C:14]3[CH:17]=[C:18]([F:21])[CH:19]=[CH:20][C:13]=3[F:12])[CH:9]=[CH:10][C:5]2=[N:4][CH:3]=1. The catalyst class is: 25.